Dataset: Reaction yield outcomes from USPTO patents with 853,638 reactions. Task: Predict the reaction yield, written as a fraction of the theoretical maximum amount of product (1.0 means a 100% yield; for example, 0.34 means a 34% yield). (1) The reactants are [Cl:1][C:2]1[CH:7]=[CH:6][C:5]([CH:8]([C:10]2[CH:14]=[C:13]([C:15]3[CH:20]=[CH:19][N:18]=[CH:17][CH:16]=3)[S:12][C:11]=2[C:21]2[NH:25][CH:24]=[N:23][N:22]=2)O)=[CH:4][CH:3]=1.[N:26]1[CH:31]=CC=C[CH:27]=1.CS(Cl)(=O)=O.CNC. The yield is 0.760. The product is [Cl:1][C:2]1[CH:7]=[CH:6][C:5]([CH:8]([C:10]2[CH:14]=[C:13]([C:15]3[CH:20]=[CH:19][N:18]=[CH:17][CH:16]=3)[S:12][C:11]=2[C:21]2[NH:25][CH:24]=[N:23][N:22]=2)[N:26]([CH3:31])[CH3:27])=[CH:4][CH:3]=1. The catalyst is C(Cl)Cl.C1COCC1. (2) The product is [F:44][C:2]1([F:1])[CH2:7][C@H:6]([O:8][C:9]2[C:14]([F:15])=[CH:13][C:12]([S:16]([NH:19][C:20]3[CH:25]=[CH:24][N:23]=[CH:22][N:21]=3)(=[O:17])=[O:18])=[C:11]([F:37])[CH:10]=2)[C@@H:5]([C:38]2[N:42]([CH3:43])[N:41]=[CH:40][CH:39]=2)[CH2:4][CH2:3]1. The catalyst is ClCCl. The reactants are [F:1][C:2]1([F:44])[CH2:7][C@H:6]([O:8][C:9]2[C:14]([F:15])=[CH:13][C:12]([S:16]([N:19](CC3C=CC(OC)=CC=3OC)[C:20]3[CH:25]=[CH:24][N:23]=[CH:22][N:21]=3)(=[O:18])=[O:17])=[C:11]([F:37])[CH:10]=2)[C@@H:5]([C:38]2[N:42]([CH3:43])[N:41]=[CH:40][CH:39]=2)[CH2:4][CH2:3]1.C([SiH](CC)CC)C.FC(F)(F)C(O)=O. The yield is 0.950. (3) The yield is 0.120. The product is [OH:33][C:28]1[CH:29]=[CH:30][CH:31]=[CH:32][C:27]=1[C:24]1[O:23][C:22]([C:9](=[O:8])[CH2:10][CH2:11][CH2:12][CH2:13][CH2:14][CH2:15][C:16]2[CH:17]=[CH:18][CH:19]=[CH:20][CH:21]=2)=[N:26][CH:25]=1. The catalyst is CCOC(C)=O. The reactants are [Si]([O:8][CH:9]([C:22]1[O:23][C:24]([C:27]2[CH:32]=[CH:31][CH:30]=[CH:29][C:28]=2[OH:33])=[CH:25][N:26]=1)[CH2:10][CH2:11][CH2:12][CH2:13][CH2:14][CH2:15][C:16]1[CH:21]=[CH:20][CH:19]=[CH:18][CH:17]=1)(C(C)(C)C)(C)C. (4) The reactants are C([SiH](CC)CC)C.[CH2:8]([O:10][C:11](=[O:41])[C:12]([NH:37][C:38](=[O:40])[CH3:39])([CH:18]1[CH2:27][CH2:26][C:25]2[C:20](=[CH:21][CH:22]=[C:23]([CH2:28][CH2:29][CH2:30][CH2:31][CH2:32][CH2:33][CH2:34][CH3:35])[CH:24]=2)[C:19]1=O)[C:13]([O:15][CH2:16][CH3:17])=[O:14])[CH3:9]. The catalyst is C(Cl)Cl.Cl[Ti](Cl)(Cl)Cl. The product is [CH2:8]([O:10][C:11](=[O:41])[C:12]([NH:37][C:38](=[O:40])[CH3:39])([CH:18]1[CH2:27][CH2:26][C:25]2[C:20](=[CH:21][CH:22]=[C:23]([CH2:28][CH2:29][CH2:30][CH2:31][CH2:32][CH2:33][CH2:34][CH3:35])[CH:24]=2)[CH2:19]1)[C:13]([O:15][CH2:16][CH3:17])=[O:14])[CH3:9]. The yield is 0.650.